Dataset: Full USPTO retrosynthesis dataset with 1.9M reactions from patents (1976-2016). Task: Predict the reactants needed to synthesize the given product. (1) Given the product [C:19]([NH:2][CH:3]([C:10]1[CH:15]=[CH:14][CH:13]=[C:12]([N+:16]([O-:18])=[O:17])[CH:11]=1)[CH2:4][C:5]([O:7][CH2:8][CH3:9])=[O:6])(=[O:26])[C:20]1[CH:25]=[CH:24][CH:23]=[CH:22][CH:21]=1, predict the reactants needed to synthesize it. The reactants are: Cl.[NH2:2][CH:3]([C:10]1[CH:15]=[CH:14][CH:13]=[C:12]([N+:16]([O-:18])=[O:17])[CH:11]=1)[CH2:4][C:5]([O:7][CH2:8][CH3:9])=[O:6].[C:19](Cl)(=[O:26])[C:20]1[CH:25]=[CH:24][CH:23]=[CH:22][CH:21]=1. (2) Given the product [F:8][C:7]1[CH:6]=[CH:5][CH:4]=[C:3]([N+:9]([O-:11])=[O:10])[C:2]=1[C:14]1[CH:15]=[CH:16][CH:17]=[CH:18][C:13]=1[F:12], predict the reactants needed to synthesize it. The reactants are: Br[C:2]1[C:7]([F:8])=[CH:6][CH:5]=[CH:4][C:3]=1[N+:9]([O-:11])=[O:10].[F:12][C:13]1[CH:18]=[CH:17][CH:16]=[CH:15][C:14]=1B(O)O.CN(C)C=O.C(=O)([O-])[O-].[K+].[K+]. (3) Given the product [CH2:6]([O:8][C:9]1[C:10]([CH3:21])=[C:11]([N:15]2[C:19](=[O:20])[N:18]([CH3:1])[N:17]=[N:16]2)[CH:12]=[CH:13][CH:14]=1)[CH3:7], predict the reactants needed to synthesize it. The reactants are: [CH3:1]N(C)C=O.[CH2:6]([O:8][C:9]1[C:10]([CH3:21])=[C:11]([N:15]2[C:19](=[O:20])[NH:18][N:17]=[N:16]2)[CH:12]=[CH:13][CH:14]=1)[CH3:7].C(=O)([O-])[O-].[K+].[K+].S(OC)(OC)(=O)=O. (4) Given the product [CH2:19]([O:1][C:2]1[C:15]([O:16][CH2:36][CH2:35][CH2:34][CH2:33][CH2:32][CH2:31][CH2:30][CH2:29][CH2:28][CH2:27][CH2:26][CH2:25][CH2:24][CH2:23][CH2:22][CH2:21][CH2:20][CH3:19])=[C:14]([O:40][CH2:37][CH2:35][CH2:34][CH2:33][CH2:32][CH2:31][CH2:30][CH2:29][CH2:28][CH2:27][CH2:26][CH2:25][CH2:24][CH2:23][CH2:22][CH2:21][CH2:20][CH3:19])[CH:13]=[CH:12][C:3]=1[C:4]([C:6]1[CH:11]=[CH:10][CH:9]=[CH:8][CH:7]=1)=[O:5])[CH2:20][CH2:21][CH2:22][CH2:23][CH2:24][CH2:25][CH2:26][CH2:27][CH2:28][CH2:29][CH2:30][CH2:31][CH2:32][CH2:33][CH2:34][CH2:35][CH3:36], predict the reactants needed to synthesize it. The reactants are: [OH:1][C:2]1[C:15]([OH:16])=[C:14](O)[CH:13]=[CH:12][C:3]=1[C:4]([C:6]1[CH:11]=[CH:10][CH:9]=[CH:8][CH:7]=1)=[O:5].Br[CH2:19][CH2:20][CH2:21][CH2:22][CH2:23][CH2:24][CH2:25][CH2:26][CH2:27][CH2:28][CH2:29][CH2:30][CH2:31][CH2:32][CH2:33][CH2:34][CH2:35][CH3:36].[C:37](=[O:40])([O-])[O-].[K+].[K+]. (5) Given the product [F:32][C:27]1[CH:28]=[CH:29][CH:30]=[CH:31][C:26]=1[C:25]1[NH:1][C:2]2[N:7]=[N:6][C:5]([CH2:8][CH2:9][CH2:10][CH2:11][N:12]3[CH:16]=[C:15]([C:17]([OH:19])=[O:18])[N:14]=[N:13]3)=[CH:4][C:3]=2[CH:24]=1, predict the reactants needed to synthesize it. The reactants are: [NH2:1][C:2]1[N:7]=[N:6][C:5]([CH2:8][CH2:9][CH2:10][CH2:11][N:12]2[CH:16]=[C:15]([C:17]([O:19]C(C)(C)C)=[O:18])[N:14]=[N:13]2)=[CH:4][C:3]=1[C:24]#[C:25][C:26]1[CH:31]=[CH:30][CH:29]=[CH:28][C:27]=1[F:32].CC([O-])(C)C.[K+].Cl.